This data is from Full USPTO retrosynthesis dataset with 1.9M reactions from patents (1976-2016). The task is: Predict the reactants needed to synthesize the given product. Given the product [Br:12][C:13]1[CH:14]=[C:15]([CH:18]=[CH:19][CH:20]=1)/[CH:16]=[C:2]1/[C:1](=[O:11])[C:10]2[C:5]([CH2:4][CH2:3]/1)=[CH:6][CH:7]=[CH:8][CH:9]=2, predict the reactants needed to synthesize it. The reactants are: [C:1]1(=[O:11])[C:10]2[C:5](=[CH:6][CH:7]=[CH:8][CH:9]=2)[CH2:4][CH2:3][CH2:2]1.[Br:12][C:13]1[CH:14]=[C:15]([CH:18]=[CH:19][CH:20]=1)[CH:16]=O.[OH-].[K+].